This data is from Reaction yield outcomes from USPTO patents with 853,638 reactions. The task is: Predict the reaction yield, written as a fraction of the theoretical maximum amount of product (1.0 means a 100% yield; for example, 0.34 means a 34% yield). The reactants are [F:1][C:2]1[CH:25]=[C:24]([N+:26]([O-])=O)[CH:23]=[CH:22][C:3]=1[O:4][C:5]1[CH:10]=[CH:9][N:8]=[C:7]2[CH:11]=[C:12]([C:14]3[N:15]=[CH:16][N:17]([CH:19]([CH3:21])[CH3:20])[CH:18]=3)[S:13][C:6]=12.[BH4-].[Na+]. The catalyst is CO.C1COCC1.Cl[Ni]Cl. The product is [F:1][C:2]1[CH:25]=[C:24]([CH:23]=[CH:22][C:3]=1[O:4][C:5]1[CH:10]=[CH:9][N:8]=[C:7]2[CH:11]=[C:12]([C:14]3[N:15]=[CH:16][N:17]([CH:19]([CH3:21])[CH3:20])[CH:18]=3)[S:13][C:6]=12)[NH2:26]. The yield is 0.880.